This data is from TCR-epitope binding with 47,182 pairs between 192 epitopes and 23,139 TCRs. The task is: Binary Classification. Given a T-cell receptor sequence (or CDR3 region) and an epitope sequence, predict whether binding occurs between them. (1) The epitope is LLSAGIFGA. The TCR CDR3 sequence is CASRLVGIGNSPLHF. Result: 0 (the TCR does not bind to the epitope). (2) Result: 0 (the TCR does not bind to the epitope). The TCR CDR3 sequence is CASSLEVASAGGELFF. The epitope is NLDSKVGGNY.